From a dataset of Forward reaction prediction with 1.9M reactions from USPTO patents (1976-2016). Predict the product of the given reaction. (1) Given the reactants [C:1]([N:3]1[C:11]2[CH:10]=[CH:9][C:8]([CH3:12])=[CH:7][C:6]=2[C:5]2[CH2:13][N:14]([CH3:17])[CH2:15][CH2:16][C:4]1=2)#[CH:2].Cl.Br[C:20]1[CH:25]=[CH:24][N:23]=[CH:22][CH:21]=1.CCCC[N+](CCCC)(CCCC)CCCC.[F-].C(=O)(O)[O-], predict the reaction product. The product is: [CH3:17][N:14]1[CH2:15][CH2:16][C:4]2[N:3]([C:1]#[C:2][C:20]3[CH:25]=[CH:24][N:23]=[CH:22][CH:21]=3)[C:11]3[CH:10]=[CH:9][C:8]([CH3:12])=[CH:7][C:6]=3[C:5]=2[CH2:13]1. (2) Given the reactants [I:1][C:2]1[CH:10]=[CH:9][C:5]([C:6]([OH:8])=[O:7])=[CH:4][C:3]=1[N+:11]([O-:13])=[O:12].[C:14](OC)(OC)(OC)C, predict the reaction product. The product is: [CH3:14][O:7][C:6](=[O:8])[C:5]1[CH:9]=[CH:10][C:2]([I:1])=[C:3]([N+:11]([O-:13])=[O:12])[CH:4]=1. (3) Given the reactants Br[CH2:2][C:3]1[CH:12]=[C:11]([O:13][CH3:14])[CH:10]=[CH:9][C:4]=1[C:5]([O:7]C)=O.Cl.[CH3:16][O:17][C:18]([C:20]1[N:21]=[N:22][N:23]([CH2:25][CH2:26][NH2:27])[CH:24]=1)=[O:19], predict the reaction product. The product is: [CH3:16][O:17][C:18]([C:20]1[N:21]=[N:22][N:23]([CH2:25][CH2:26][N:27]2[CH2:2][C:3]3[C:4](=[CH:9][CH:10]=[C:11]([O:13][CH3:14])[CH:12]=3)[C:5]2=[O:7])[CH:24]=1)=[O:19]. (4) Given the reactants [F:1][C:2]1[C:7]([CH2:8][OH:9])=[CH:6][CH:5]=[CH:4][C:3]=1[NH:10][S:11]([C:14]1[CH:19]=[CH:18][C:17]([C:20]([F:23])([F:22])[F:21])=[CH:16][CH:15]=1)(=[O:13])=[O:12].CC(OI1(OC(C)=O)(OC(C)=O)OC(=O)C2C1=CC=CC=2)=O.C(=O)(O)[O-].[Na+].S([O-])([O-])(=O)=S.[Na+].[Na+], predict the reaction product. The product is: [F:1][C:2]1[C:7]([CH:8]=[O:9])=[CH:6][CH:5]=[CH:4][C:3]=1[NH:10][S:11]([C:14]1[CH:19]=[CH:18][C:17]([C:20]([F:23])([F:21])[F:22])=[CH:16][CH:15]=1)(=[O:13])=[O:12]. (5) Given the reactants [Cl:1][C:2]1[C:7]([NH:8][C:9]2[N:14]=[C:13]([N:15]([CH2:25][CH3:26])CC3C=CC(OC)=CC=3)[C:12]3=[N:27][CH:28]=[C:29]([C:30]#[N:31])[N:11]3[N:10]=2)=[CH:6][C:5]([C:32]#[N:33])=[CH:4][C:3]=1[N:34]1[CH2:39][CH2:38][C@@H:37]([NH:40][C:41](=[O:44])[O:42][CH3:43])[C@H:36]([OH:45])[CH2:35]1.C([O:53][P:54]([O:64][CH:65]([CH3:69])[C:66](O)=[O:67])([O:56]CC1C=CC=CC=1)=[O:55])C1C=CC=CC=1.C1CCC(N=C=NC2CCCCC2)CC1.ClC1C(NC2N=C(N(CC)CC3C=CC(OC)=CC=3)C3=NC=C(C#N)N3N=2)=CC(C#N)=CC=1N1CC[C@@H](NC(OC)=O)[C@H](C(OP(OCC2C=CC=CC=2)(OCC2C=CC=CC=2)=O)(C)C([O-])=O)C1, predict the reaction product. The product is: [P:54]([O:64][CH:65]([CH3:69])[C:66]([O:45][C@H:36]1[C@H:37]([NH:40][C:41]([O:42][CH3:43])=[O:44])[CH2:38][CH2:39][N:34]([C:3]2[CH:4]=[C:5]([C:32]#[N:33])[CH:6]=[C:7]([NH:8][C:9]3[N:14]=[C:13]([NH:15][CH2:25][CH3:26])[C:12]4=[N:27][CH:28]=[C:29]([C:30]#[N:31])[N:11]4[N:10]=3)[C:2]=2[Cl:1])[CH2:35]1)=[O:67])([OH:56])([OH:55])=[O:53]. (6) Given the reactants [Cl:1][C:2]1[CH:3]=[CH:4][C:5]([NH:8][C:9]([C:11]2[CH:16]=[CH:15][CH:14]=[CH:13][C:12]=2[NH:17][CH:18]=[O:19])=[O:10])=[N:6][CH:7]=1.[CH3:20][N:21]1[CH2:25][CH2:24][N:23]=[C:22]1SC.CC[N:30]([CH2:33][CH3:34])CC, predict the reaction product. The product is: [Cl:1][C:2]1[CH:3]=[CH:4][C:5]([NH:8][C:9]([C:11]2[CH:16]=[CH:15][CH:14]=[CH:13][C:12]=2[NH:17][C:18]([C:3]2[CH:4]=[CH:5][C:34]([CH2:33][NH:30][C:22]3[N:21]([CH3:20])[CH2:25][CH2:24][N:23]=3)=[CH:7][CH:2]=2)=[O:19])=[O:10])=[N:6][CH:7]=1.